This data is from Catalyst prediction with 721,799 reactions and 888 catalyst types from USPTO. The task is: Predict which catalyst facilitates the given reaction. (1) Reactant: [Na].[CH3:2][NH:3][C:4]([NH:6][CH2:7][C:8]1([C:13]2[CH:18]=[CH:17][CH:16]=[CH:15][CH:14]=2)[O:12][CH2:11][CH2:10][O:9]1)=[O:5].[CH2:19]([CH:26]([C:32]([O:34]CC)=O)[C:27]([O:29]CC)=O)[C:20]1[CH:25]=[CH:24][CH:23]=[CH:22][CH:21]=1. Product: [CH2:19]([CH:26]1[C:27](=[O:29])[N:3]([CH3:2])[C:4](=[O:5])[N:6]([CH2:7][C:8]2([C:13]3[CH:18]=[CH:17][CH:16]=[CH:15][CH:14]=3)[O:9][CH2:10][CH2:11][O:12]2)[C:32]1=[O:34])[C:20]1[CH:21]=[CH:22][CH:23]=[CH:24][CH:25]=1. The catalyst class is: 14. (2) Reactant: [CH3:1][NH:2][C:3]([C:5]1[CH:6]=[C:7](B(O)O)[CH:8]=[CH:9][CH:10]=1)=[O:4].Br[C:15]1[CH:20]=[CH:19][C:18]([OH:21])=[CH:17][CH:16]=1.C([O-])([O-])=O.[K+].[K+]. Product: [OH:21][C:18]1[CH:19]=[CH:20][C:15]([C:7]2[CH:6]=[C:5]([CH:10]=[CH:9][CH:8]=2)[C:3]([NH:2][CH3:1])=[O:4])=[CH:16][CH:17]=1. The catalyst class is: 43. (3) Reactant: [CH3:1][CH:2]([S:4]([NH:7][CH2:8][CH2:9][C:10]1[CH:11]=[C:12]2[C:17](=[CH:18][CH:19]=1)[CH:16]=[C:15]([O:20][CH2:21][C:22]#[N:23])[CH:14]=[CH:13]2)(=[O:6])=[O:5])[CH3:3].CSC.B.C1COCC1.[OH-].[Na+]. Product: [NH2:23][CH2:22][CH2:21][O:20][C:15]1[CH:16]=[C:17]2[C:12](=[CH:13][CH:14]=1)[CH:11]=[C:10]([CH2:9][CH2:8][NH:7][S:4]([CH:2]([CH3:3])[CH3:1])(=[O:6])=[O:5])[CH:19]=[CH:18]2. The catalyst class is: 5. (4) Reactant: [O:1]1[CH2:6][CH2:5][C:4](=[O:7])[CH2:3][CH2:2]1.[C:8]([Mg]Cl)#[CH:9].[NH4+].[Cl-]. Product: [C:8]([C:4]1([OH:7])[CH2:5][CH2:6][O:1][CH2:2][CH2:3]1)#[CH:9]. The catalyst class is: 1. (5) Reactant: [CH:1]([O:4][C:5]([N:7]1[CH2:12][CH2:11][CH:10]([CH2:13][O:14][C:15]2[CH:20]=[CH:19][C:18]([C:21]3[CH:26]=[CH:25][C:24]([CH2:27][C@H:28]([NH:39][C:40]([O:42][C:43]([CH3:46])([CH3:45])[CH3:44])=[O:41])[C:29]([N:31]4[CH2:35][CH2:34][CH2:33][C@H:32]4[C:36](=O)[NH2:37])=[O:30])=[CH:23][CH:22]=3)=[CH:17][CH:16]=2)[CH2:9][CH2:8]1)=[O:6])([CH3:3])[CH3:2].N1C=CC=CC=1.C(OC(C(F)(F)F)=O)(C(F)(F)F)=O. Product: [CH:1]([O:4][C:5]([N:7]1[CH2:12][CH2:11][CH:10]([CH2:13][O:14][C:15]2[CH:16]=[CH:17][C:18]([C:21]3[CH:26]=[CH:25][C:24]([CH2:27][C@H:28]([NH:39][C:40]([O:42][C:43]([CH3:45])([CH3:44])[CH3:46])=[O:41])[C:29]([N:31]4[CH2:35][CH2:34][CH2:33][C@H:32]4[C:36]#[N:37])=[O:30])=[CH:23][CH:22]=3)=[CH:19][CH:20]=2)[CH2:9][CH2:8]1)=[O:6])([CH3:3])[CH3:2]. The catalyst class is: 1. (6) Reactant: [CH2:1]([O:8][C:9]1[N:14]=[C:13]2[N:15]([C:19]3[CH:24]=[CH:23][CH:22]=[CH:21][C:20]=3[F:25])[C:16](=O)[NH:17][C:12]2=[CH:11][CH:10]=1)[C:2]1[CH:7]=[CH:6][CH:5]=[CH:4][CH:3]=1.P(Br)(Br)([Br:28])=O.C([O-])(O)=O.[Na+]. Product: [CH2:1]([O:8][C:9]1[N:14]=[C:13]2[N:15]([C:19]3[CH:24]=[CH:23][CH:22]=[CH:21][C:20]=3[F:25])[C:16]([Br:28])=[N:17][C:12]2=[CH:11][CH:10]=1)[C:2]1[CH:7]=[CH:6][CH:5]=[CH:4][CH:3]=1. The catalyst class is: 11. (7) Reactant: C([O:3][C:4]([C:6]1[S:7][C:8]([C:11]2[CH:16]=[CH:15][N:14]=[C:13]([NH:17][CH:18]3[CH2:23][C:22]([CH3:25])([CH3:24])[NH:21][C:20]([CH3:27])([CH3:26])[CH2:19]3)[N:12]=2)=[CH:9][CH:10]=1)=[O:5])C.[OH-].[Na+].Cl. Product: [CH3:24][C:22]1([CH3:25])[CH2:23][CH:18]([NH:17][C:13]2[N:12]=[C:11]([C:8]3[S:7][C:6]([C:4]([OH:5])=[O:3])=[CH:10][CH:9]=3)[CH:16]=[CH:15][N:14]=2)[CH2:19][C:20]([CH3:27])([CH3:26])[NH:21]1. The catalyst class is: 5.